Predict which catalyst facilitates the given reaction. From a dataset of Catalyst prediction with 721,799 reactions and 888 catalyst types from USPTO. (1) Reactant: [C:1]([C:5]1[N:10]=[C:9]([N:11]2[CH2:16][CH2:15][N:14]([CH2:17][CH2:18][CH2:19][CH2:20][NH2:21])[CH2:13][CH2:12]2)[CH:8]=[C:7]([C:22]([F:25])([F:24])[F:23])[N:6]=1)([CH3:4])([CH3:3])[CH3:2].C1N=CN([C:31](N2C=NC=C2)=[O:32])C=1.[N:38]1[CH:43]=[CH:42][C:41]([N:44]2[CH2:49][CH2:48][NH:47][CH2:46][CH2:45]2)=[CH:40][CH:39]=1. Product: [C:1]([C:5]1[N:10]=[C:9]([N:11]2[CH2:16][CH2:15][N:14]([CH2:17][CH2:18][CH2:19][CH2:20][NH:21][C:31]([N:47]3[CH2:46][CH2:45][N:44]([C:41]4[CH:42]=[CH:43][N:38]=[CH:39][CH:40]=4)[CH2:49][CH2:48]3)=[O:32])[CH2:13][CH2:12]2)[CH:8]=[C:7]([C:22]([F:24])([F:25])[F:23])[N:6]=1)([CH3:4])([CH3:2])[CH3:3]. The catalyst class is: 147. (2) Reactant: [CH2:1]([N:8]1[C:17]2[C:12](=[CH:13][C:14]([C:18]#[N:19])=[CH:15][CH:16]=2)[CH2:11][CH:10]([NH:20][S:21]([C:24]2[CH:29]=[CH:28][CH:27]=[CH:26][CH:25]=2)(=[O:23])=[O:22])[CH2:9]1)[C:2]1[CH:7]=[CH:6][CH:5]=[CH:4][CH:3]=1.I([Cl:33])(=O)=O.I(Cl)(=O)=O.I(Cl)(=O)=O.I(Cl)(=O)=O.C([N+](C)(C)C)C1C=CC=CC=1. Product: [CH2:1]([N:8]1[C:17]2[C:12](=[CH:13][C:14]([C:18]#[N:19])=[CH:15][C:16]=2[Cl:33])[CH2:11][CH:10]([NH:20][S:21]([C:24]2[CH:29]=[CH:28][CH:27]=[CH:26][CH:25]=2)(=[O:23])=[O:22])[CH2:9]1)[C:2]1[CH:3]=[CH:4][CH:5]=[CH:6][CH:7]=1. The catalyst class is: 15. (3) Reactant: [C:1]([O:5][C:6]([NH:8][CH:9]1[CH2:13][CH2:12][C:11]([CH2:14][PH:15](=[O:20])[O:16][CH:17]([CH3:19])[CH3:18])=[CH:10]1)=[O:7])([CH3:4])([CH3:3])[CH3:2]. Product: [C:1]([O:5][C:6]([NH:8][C@@H:9]1[CH2:13][CH2:12][C@H:11]([CH2:14][PH:15](=[O:20])[O:16][CH:17]([CH3:18])[CH3:19])[CH2:10]1)=[O:7])([CH3:4])([CH3:3])[CH3:2]. The catalyst class is: 663. (4) Reactant: [C:1]([C@H:5]1[CH2:9]OS(=O)(=O)[O:6]1)([CH3:4])([CH3:3])[CH3:2].[F:12][C:13]([F:20])([F:19])[C:14]1[CH:18]=[CH:17][NH:16][N:15]=1.C(=O)([O-])[O-].[K+].[K+].C(Cl)(=O)C.CO.C(=O)(O)[O-].[Na+]. Product: [CH3:2][C:1]([CH3:4])([CH3:3])[C@H:5]([OH:6])[CH2:9][N:16]1[CH:17]=[CH:18][C:14]([C:13]([F:20])([F:19])[F:12])=[N:15]1. The catalyst class is: 9.